This data is from Catalyst prediction with 721,799 reactions and 888 catalyst types from USPTO. The task is: Predict which catalyst facilitates the given reaction. (1) Reactant: [CH3:1][C:2]1[CH:11]=[CH:10][C:5]([C:6]([O:8][CH3:9])=[O:7])=[CH:4][C:3]=1[C:12]#[C:13][Si](C)(C)C.[F-].C([N+](CCCC)(CCCC)CCCC)CCC. Product: [C:12]([C:3]1[CH:4]=[C:5]([CH:10]=[CH:11][C:2]=1[CH3:1])[C:6]([O:8][CH3:9])=[O:7])#[CH:13]. The catalyst class is: 1. (2) Reactant: O[CH2:2][C:3]1[N:4]=[C:5]2[C:10]([N:11]3[CH2:16][CH2:15][O:14][CH2:13][CH2:12]3)=[CH:9][CH:8]=[N:7][N:6]2[C:17]=1[C:18]1[CH:19]=[CH:20][C:21]([N:24]2[CH2:29][CH2:28][N:27]([C:30]([O:32][C:33]([CH3:36])([CH3:35])[CH3:34])=[O:31])[CH2:26][CH2:25]2)=[N:22][CH:23]=1.CC(OI1(OC(C)=O)(OC(C)=O)OC(=O)C2C=CC=CC1=2)=O.[CH3:59][C:60]1[CH:69]=[CH:68][C:67]2[C:62](=[CH:63][CH:64]=[CH:65][CH:66]=2)[N:61]=1.C[Si](Cl)(C)C.C([O-])(O)=O.[Na+]. Product: [O:14]1[CH2:13][CH2:12][N:11]([C:10]2[C:5]3[N:6]([C:17]([C:18]4[CH:19]=[CH:20][C:21]([N:24]5[CH2:29][CH2:28][N:27]([C:30]([O:32][C:33]([CH3:35])([CH3:34])[CH3:36])=[O:31])[CH2:26][CH2:25]5)=[N:22][CH:23]=4)=[C:3](/[CH:2]=[CH:59]/[C:60]4[CH:69]=[CH:68][C:67]5[C:62](=[CH:63][CH:64]=[CH:65][CH:66]=5)[N:61]=4)[N:4]=3)[N:7]=[CH:8][CH:9]=2)[CH2:16][CH2:15]1. The catalyst class is: 34. (3) Reactant: [F:1][C:2]1([F:11])[CH2:5][CH:4]([C:6](=O)[CH2:7][C:8]#[N:9])[CH2:3]1.O.[NH2:13][NH2:14]. Product: [F:1][C:2]1([F:11])[CH2:5][CH:4]([C:6]2[NH:14][N:13]=[C:8]([NH2:9])[CH:7]=2)[CH2:3]1. The catalyst class is: 14.